Dataset: Forward reaction prediction with 1.9M reactions from USPTO patents (1976-2016). Task: Predict the product of the given reaction. (1) Given the reactants [F:1][C:2]1[CH:7]=[C:6]([CH2:8][O:9][CH3:10])[CH:5]=[C:4]([F:11])[C:3]=1[C:12]1[N:17]=[C:16]([C:18]([NH:20][C:21]2[C:22]([N:31]3[CH2:36][C@H:35]([CH3:37])[CH2:34][C@H:33]([NH:38]C(=O)OC(C)(C)C)[CH2:32]3)=[C:23]3[CH2:29][CH2:28][CH:27]([OH:30])[C:24]3=[N:25][CH:26]=2)=[O:19])[CH:15]=[CH:14][C:13]=1[F:46].C(O)(C(F)(F)F)=O, predict the reaction product. The product is: [NH2:38][C@H:33]1[CH2:34][C@@H:35]([CH3:37])[CH2:36][N:31]([C:22]2[C:21]([NH:20][C:18]([C:16]3[CH:15]=[CH:14][C:13]([F:46])=[C:12]([C:3]4[C:2]([F:1])=[CH:7][C:6]([CH2:8][O:9][CH3:10])=[CH:5][C:4]=4[F:11])[N:17]=3)=[O:19])=[CH:26][N:25]=[C:24]3[CH:27]([OH:30])[CH2:28][CH2:29][C:23]=23)[CH2:32]1. (2) The product is: [Cl:22][C:23]1[N:24]=[CH:25][CH:26]=[C:27]([C:6]2[CH:5]=[N:4][C:3]([N:2]([CH3:21])[CH3:1])=[C:8]([N:9]3[CH2:15][CH2:14][CH2:13][N:12]([CH3:16])[CH2:11][CH2:10]3)[N:7]=2)[C:28]=1[CH:29]=[O:30]. Given the reactants [CH3:1][N:2]([CH3:21])[C:3]1[C:8]([N:9]2[CH2:15][CH2:14][CH2:13][N:12]([CH3:16])[CH2:11][CH2:10]2)=[N:7][C:6]([Sn](C)(C)C)=[CH:5][N:4]=1.[Cl:22][C:23]1[C:28]([CH:29]=[O:30])=[C:27](I)[CH:26]=[CH:25][N:24]=1, predict the reaction product. (3) Given the reactants Cl[C:2]1[C:11]2[C:6](=[CH:7][CH:8]=[CH:9][CH:10]=2)[CH:5]=[C:4]([NH:12][C:13]2[CH:17]=[C:16]([CH3:18])[NH:15][N:14]=2)[N:3]=1.[N:19]1[CH:24]=[CH:23][CH:22]=[C:21](B(O)O)[CH:20]=1, predict the reaction product. The product is: [CH3:18][C:16]1[NH:15][N:14]=[C:13]([NH:12][C:4]2[N:3]=[C:2]([C:21]3[CH:20]=[N:19][CH:24]=[CH:23][CH:22]=3)[C:11]3[C:6]([CH:5]=2)=[CH:7][CH:8]=[CH:9][CH:10]=3)[CH:17]=1. (4) Given the reactants [F:1][C:2]1[C:7]([NH2:8])=[CH:6][CH:5]=[C:4]([F:9])[C:3]=1[NH:10][C:11]1[C:16]([C:17]2[N:25]=[CH:24][N:23]=[C:22]3[C:18]=2[N:19]=[CH:20][N:21]3[CH:26]2[CH2:31][CH2:30][CH2:29][CH2:28][O:27]2)=[CH:15][CH:14]=[CH:13][N:12]=1.[O:32]1[C:36]2[C:37]([S:41](Cl)(=[O:43])=[O:42])=[CH:38][CH:39]=[CH:40][C:35]=2[CH2:34][CH2:33]1.N1C=CC=CC=1, predict the reaction product. The product is: [F:1][C:2]1[C:3]([NH:10][C:11]2[C:16]([C:17]3[N:25]=[CH:24][N:23]=[C:22]4[C:18]=3[N:19]=[CH:20][N:21]4[CH:26]3[CH2:31][CH2:30][CH2:29][CH2:28][O:27]3)=[CH:15][CH:14]=[CH:13][N:12]=2)=[C:4]([F:9])[CH:5]=[CH:6][C:7]=1[NH:8][S:41]([C:37]1[C:36]2[O:32][CH2:33][CH2:34][C:35]=2[CH:40]=[CH:39][CH:38]=1)(=[O:42])=[O:43]. (5) Given the reactants Cl[C:2]1[N:7]=[C:6]([C:8]2[S:26][C:11]3[C:12]([CH3:25])([CH3:24])[N:13]([CH2:16][CH2:17][N:18]4[CH2:23][CH2:22][O:21][CH2:20][CH2:19]4)[C:14](=[O:15])[C:10]=3[CH:9]=2)[C:5]([CH3:27])=[CH:4][N:3]=1.[NH2:28][C:29]1[C:30]([O:41][CH3:42])=[N:31][N:32]([C:34]([O:36][C:37]([CH3:40])([CH3:39])[CH3:38])=[O:35])[CH:33]=1.C(=O)([O-])[O-].[Cs+].[Cs+].C1(P(C2C=CC=CC=2)C2C3OC4C(=CC=CC=4P(C4C=CC=CC=4)C4C=CC=CC=4)C(C)(C)C=3C=CC=2)C=CC=CC=1, predict the reaction product. The product is: [CH3:24][C:12]1([CH3:25])[C:11]2[S:26][C:8]([C:6]3[C:5]([CH3:27])=[CH:4][N:3]=[C:2]([NH:28][C:29]4[C:30]([O:41][CH3:42])=[N:31][N:32]([C:34]([O:36][C:37]([CH3:38])([CH3:39])[CH3:40])=[O:35])[CH:33]=4)[N:7]=3)=[CH:9][C:10]=2[C:14](=[O:15])[N:13]1[CH2:16][CH2:17][N:18]1[CH2:23][CH2:22][O:21][CH2:20][CH2:19]1.